Dataset: NCI-60 drug combinations with 297,098 pairs across 59 cell lines. Task: Regression. Given two drug SMILES strings and cell line genomic features, predict the synergy score measuring deviation from expected non-interaction effect. Drug 1: CC1C(C(CC(O1)OC2CC(CC3=C2C(=C4C(=C3O)C(=O)C5=C(C4=O)C(=CC=C5)OC)O)(C(=O)CO)O)N)O.Cl. Drug 2: CCC1(CC2CC(C3=C(CCN(C2)C1)C4=CC=CC=C4N3)(C5=C(C=C6C(=C5)C78CCN9C7C(C=CC9)(C(C(C8N6C)(C(=O)OC)O)OC(=O)C)CC)OC)C(=O)OC)O.OS(=O)(=O)O. Cell line: HCT-15. Synergy scores: CSS=14.2, Synergy_ZIP=-1.69, Synergy_Bliss=-0.554, Synergy_Loewe=0.845, Synergy_HSA=0.306.